From a dataset of Catalyst prediction with 721,799 reactions and 888 catalyst types from USPTO. Predict which catalyst facilitates the given reaction. (1) Reactant: [C:1]([C:3]1[C:11]2[C:6](=[CH:7][CH:8]=[C:9]([CH2:12][CH2:13][NH:14][C:15](=[O:30])[C:16]3[CH:21]=[CH:20][C:19]([C:22]4[CH:23]=[N:24][C:25]([O:28][CH3:29])=[CH:26][CH:27]=4)=[CH:18][CH:17]=3)[CH:10]=2)[NH:5][CH:4]=1)#[N:2].[H-].[Na+].I[CH3:34]. Product: [C:1]([C:3]1[C:11]2[C:6](=[CH:7][CH:8]=[C:9]([CH2:12][CH2:13][NH:14][C:15](=[O:30])[C:16]3[CH:17]=[CH:18][C:19]([C:22]4[CH:23]=[N:24][C:25]([O:28][CH3:29])=[CH:26][CH:27]=4)=[CH:20][CH:21]=3)[CH:10]=2)[N:5]([CH3:34])[CH:4]=1)#[N:2]. The catalyst class is: 3. (2) Reactant: [NH2:1][C:2]1[CH:9]=[CH:8][CH:7]=[C:6](Br)[C:3]=1[C:4]#[N:5].CC([O-])=O.[K+].[C:16]1(B(O)O)[CH:21]=[CH:20][CH:19]=[CH:18][CH:17]=1. Product: [NH2:1][C:2]1[CH:9]=[CH:8][CH:7]=[C:6]([C:16]2[CH:21]=[CH:20][CH:19]=[CH:18][CH:17]=2)[C:3]=1[C:4]#[N:5]. The catalyst class is: 11.